This data is from Reaction yield outcomes from USPTO patents with 853,638 reactions. The task is: Predict the reaction yield, written as a fraction of the theoretical maximum amount of product (1.0 means a 100% yield; for example, 0.34 means a 34% yield). (1) The reactants are [NH:1]1[CH2:5][CH2:4][C:3]2([CH2:10][CH:9]3[CH2:11][N:6]2[CH2:7][CH2:8]3)[CH2:2]1.Br[C:13]1[CH:14]=[N:15][CH:16]=[CH:17][CH:18]=1.CC(C)([O-])C.[K+]. The catalyst is C1(C)C=CC=CC=1.C1C=CC(/C=C/C(/C=C/C2C=CC=CC=2)=O)=CC=1.C1C=CC(/C=C/C(/C=C/C2C=CC=CC=2)=O)=CC=1.C1C=CC(/C=C/C(/C=C/C2C=CC=CC=2)=O)=CC=1.[Pd].[Pd].C1(P(C2C=CC=CC=2)C2C=CC3C(=CC=CC=3)C=2C2C3C(=CC=CC=3)C=CC=2P(C2C=CC=CC=2)C2C=CC=CC=2)C=CC=CC=1. The product is [N:15]1[CH:16]=[CH:17][CH:18]=[C:13]([N:1]2[CH2:5][CH2:4][C:3]3([CH2:10][CH:9]4[CH2:11][N:6]3[CH2:7][CH2:8]4)[CH2:2]2)[CH:14]=1. The yield is 0.790. (2) The reactants are [CH3:1][O:2][C:3]1[CH:4]=[C:5]2[C:10](=[CH:11][C:12]=1[CH2:13][NH:14][C@H:15]1[CH2:20][CH2:19][CH2:18][NH:17][C@H:16]1[C:21]1[CH:26]=[CH:25][CH:24]=[CH:23][CH:22]=1)[N:9]([CH3:27])[C:8](=[O:28])[CH2:7][CH2:6]2.[C:29]([NH:36][CH2:37][CH2:38][N:39]=[C:40]=[S:41])([O:31][C:32]([CH3:35])([CH3:34])[CH3:33])=[O:30]. The catalyst is C1C=CC=CC=1.C(OCC)C. The product is [C:32]([O:31][C:29](=[O:30])[NH:36][CH2:37][CH2:38][NH:39][C:40]([N:17]1[CH2:18][CH2:19][CH2:20][CH:15]([NH:14][CH2:13][C:12]2[CH:11]=[C:10]3[C:5]([CH2:6][CH2:7][C:8](=[O:28])[N:9]3[CH3:27])=[CH:4][C:3]=2[O:2][CH3:1])[CH:16]1[C:21]1[CH:26]=[CH:25][CH:24]=[CH:23][CH:22]=1)=[S:41])([CH3:35])([CH3:33])[CH3:34]. The yield is 0.700. (3) The reactants are [CH2:1]([NH2:4])[C:2]#[CH:3].CCN(CC)CC.[CH3:12][C:13]([O:16][C:17](O[C:17]([O:16][C:13]([CH3:15])([CH3:14])[CH3:12])=[O:18])=[O:18])([CH3:15])[CH3:14]. The catalyst is C(Cl)Cl. The product is [CH2:1]([NH:4][C:17](=[O:18])[O:16][C:13]([CH3:15])([CH3:14])[CH3:12])[C:2]#[CH:3]. The yield is 0.720. (4) The reactants are Br[C:2]1[CH:3]=[C:4]2[CH:10]=[CH:9][NH:8][C:5]2=[N:6][CH:7]=1.[CH3:11][O-:12].[Na+]. The catalyst is CN(C)C=O.CO.[Cu]Br. The product is [CH3:11][O:12][C:2]1[CH:3]=[C:4]2[CH:10]=[CH:9][NH:8][C:5]2=[N:6][CH:7]=1. The yield is 0.450. (5) The reactants are [NH2:1][C:2]1[C:10]2[C:5](=[N:6][C:7]([N:17]3[CH2:21][CH2:20][CH2:19][CH2:18]3)=[C:8]3[CH2:14][O:13][C:12]([CH3:16])([CH3:15])[CH2:11][C:9]3=2)[S:4][C:3]=1[C:22]([NH2:24])=[O:23].O.[C:26]1(C)C=CC(S(O)(=O)=O)=CC=1. The catalyst is C([O-])([O-])OCC. The product is [CH3:15][C:12]1([CH3:16])[O:13][CH2:14][C:8]2=[C:7]([N:17]3[CH2:18][CH2:19][CH2:20][CH2:21]3)[N:6]=[C:5]3[S:4][C:3]4[C:22](=[O:23])[NH:24][CH:26]=[N:1][C:2]=4[C:10]3=[C:9]2[CH2:11]1. The yield is 0.830.